Dataset: Reaction yield outcomes from USPTO patents with 853,638 reactions. Task: Predict the reaction yield, written as a fraction of the theoretical maximum amount of product (1.0 means a 100% yield; for example, 0.34 means a 34% yield). (1) The reactants are [F:1][C:2]1[CH:7]=[C:6]([I:8])[CH:5]=[CH:4][C:3]=1[NH:9][C:10]1[N:15]2[CH:16]=[N:17][CH:18]=[C:14]2[CH:13]=[N:12][C:11]=1[C:19]([OH:21])=O.Cl.[NH2:23][O:24][CH2:25][C@@H:26]([OH:28])[CH3:27].CCN(C(C)C)C(C)C.C1C=CC2N(O)N=NC=2C=1.CCN=C=NCCCN(C)C. The catalyst is CN(C=O)C.C(OCC)(=O)C. The product is [OH:28][C@@H:26]([CH3:27])[CH2:25][O:24][NH:23][C:19]([C:11]1[N:12]=[CH:13][C:14]2[N:15]([CH:16]=[N:17][CH:18]=2)[C:10]=1[NH:9][C:3]1[CH:4]=[CH:5][C:6]([I:8])=[CH:7][C:2]=1[F:1])=[O:21]. The yield is 0.106. (2) The reactants are [Br:1][C:2]1[CH:11]=[CH:10][CH:9]=[C:8]2[C:3]=1[CH2:4][CH2:5][CH2:6][N:7]2[C:12]([C:14]1([C:17](O)=[O:18])[CH2:16][CH2:15]1)=[O:13].C(Cl)(=O)C(Cl)=O.[H-].C(O[Al](OC(C)(C)C)OC(C)(C)C)(C)(C)C.[Li+]. The catalyst is C(Cl)Cl.C1COCC1.CN(C)C=O. The product is [Br:1][C:2]1[CH:11]=[CH:10][CH:9]=[C:8]2[C:3]=1[CH2:4][CH2:5][CH2:6][N:7]2[C:12]([C:14]1([CH2:17][OH:18])[CH2:15][CH2:16]1)=[O:13]. The yield is 0.820. (3) The reactants are [C:1]([O:4][CH:5]=[CH2:6])(=[O:3])[CH3:2].[Cl:7][C:8]1[CH:9]=[C:10]([N:14]2[N:18]=[C:17](C(O)C)[CH:16]=[N:15]2)[CH:11]=[CH:12][CH:13]=1. The catalyst is C1(C)C=CC=CC=1. The product is [C:1]([O:4][C@@H:5]([C:16]1[CH:17]=[N:18][N:14]([C:10]2[CH:11]=[CH:12][CH:13]=[C:8]([Cl:7])[CH:9]=2)[N:15]=1)[CH3:6])(=[O:3])[CH3:2]. The yield is 0.450. (4) The reactants are Br[CH:2]([C:14]1[CH:19]=[CH:18][CH:17]=[CH:16][CH:15]=1)[C:3]([O:5][C@H:6]([C:8]1[CH:13]=[CH:12][CH:11]=[CH:10][CH:9]=1)[CH3:7])=[O:4].C(N(CC)CC)C.[C:27]1([C:33]2([OH:39])[CH2:38][CH2:37][NH:36][CH2:35][CH2:34]2)[CH:32]=[CH:31][CH:30]=[CH:29][CH:28]=1. The catalyst is C1COCC1.[I-].C([N+](CCCC)(CCCC)CCCC)CCC.C(OCC)(=O)C. The product is [OH:39][C:33]1([C:27]2[CH:32]=[CH:31][CH:30]=[CH:29][CH:28]=2)[CH2:38][CH2:37][N:36]([C@H:2]([C:14]2[CH:19]=[CH:18][CH:17]=[CH:16][CH:15]=2)[C:3]([O:5][C@H:6]([C:8]2[CH:13]=[CH:12][CH:11]=[CH:10][CH:9]=2)[CH3:7])=[O:4])[CH2:35][CH2:34]1. The yield is 0.270.